This data is from Full USPTO retrosynthesis dataset with 1.9M reactions from patents (1976-2016). The task is: Predict the reactants needed to synthesize the given product. Given the product [C:12]([O:11][C:9]([NH:1][CH2:15][CH2:16][S:45][C:46]1[CH:47]=[CH:48][C:49]([C:50]([O:52][CH3:53])=[O:51])=[CH:54][CH:55]=1)=[O:10])([CH3:13])([CH3:14])[CH3:34], predict the reactants needed to synthesize it. The reactants are: [N:1]([C:9]([O:11][CH:12]([CH3:14])[CH3:13])=[O:10])=[N:1][C:9]([O:11][CH:12]([CH3:14])[CH3:13])=[O:10].[C:15]1(P(C2C=CC=CC=2)C2C=CC=CC=2)C=CC=C[CH:16]=1.[C:34](C(CN)O)(OC(C)(C)C)=O.[SH:45][C:46]1[CH:55]=[CH:54][C:49]([C:50]([O:52][CH3:53])=[O:51])=[CH:48][CH:47]=1.